From a dataset of Reaction yield outcomes from USPTO patents with 853,638 reactions. Predict the reaction yield, written as a fraction of the theoretical maximum amount of product (1.0 means a 100% yield; for example, 0.34 means a 34% yield). (1) The reactants are C([O:3][P:4]([CH:9]([C:35]#[N:36])[CH2:10][C:11]([CH3:34])=[CH:12][CH2:13][C:14]1[C:15]([O:27]CC[Si](C)(C)C)=[C:16]2[C:20](=[C:21]([CH3:25])[C:22]=1[O:23][CH3:24])[CH2:19][O:18][C:17]2=[O:26])(=[O:8])[O:5]CC)C.C[Si](Br)(C)C.N1C(C)=CC=CC=1C. The catalyst is C(#N)C. The product is [C:35]([CH:9]([P:4](=[O:3])([OH:5])[OH:8])[CH2:10][C:11]([CH3:34])=[CH:12][CH2:13][C:14]1[C:15]([OH:27])=[C:16]2[C:20](=[C:21]([CH3:25])[C:22]=1[O:23][CH3:24])[CH2:19][O:18][C:17]2=[O:26])#[N:36]. The yield is 0.600. (2) The reactants are [C:1](=O)([O-])[O-].[K+].[K+].CI.[OH:9][C:10]1[C:19]2[C:14](=[C:15]([CH3:24])[C:16]([O:20][CH2:21][O:22][CH3:23])=[CH:17][CH:18]=2)[O:13][C:12](=[S:25])[C:11]=1[CH3:26].O. The catalyst is CC(C)=O. The product is [CH3:23][O:22][CH2:21][O:20][C:16]1[C:15]([CH3:24])=[C:14]2[C:19]([C:10](=[O:9])[C:11]([CH3:26])=[C:12]([S:25][CH3:1])[O:13]2)=[CH:18][CH:17]=1. The yield is 0.800. (3) The reactants are [CH3:1][C:2]1[O:6][N:5]=[C:4]([C:7]2[CH:12]=[CH:11][CH:10]=[CH:9][CH:8]=2)[C:3]=1[CH2:13][OH:14].[CH2:15]([O:22][C:23]1[CH:28]=[CH:27][NH:26][C:25](=O)[CH:24]=1)[C:16]1[CH:21]=[CH:20][CH:19]=[CH:18][CH:17]=1. No catalyst specified. The product is [CH2:15]([O:22][C:23]1[CH:28]=[CH:27][N:26]=[C:25]([O:14][CH2:13][C:3]2[C:4]([C:7]3[CH:12]=[CH:11][CH:10]=[CH:9][CH:8]=3)=[N:5][O:6][C:2]=2[CH3:1])[CH:24]=1)[C:16]1[CH:17]=[CH:18][CH:19]=[CH:20][CH:21]=1. The yield is 0.280.